Dataset: Forward reaction prediction with 1.9M reactions from USPTO patents (1976-2016). Task: Predict the product of the given reaction. (1) Given the reactants [CH2:1]([C@H:8]([CH2:12][C:13]([O:15]C(C)(C)C)=[O:14])[C:9]([OH:11])=O)[C:2]1[CH:7]=[CH:6][CH:5]=[CH:4][CH:3]=1.[CH2:20]([O:27][C:28]1[N:33]=[CH:32][C:31]([C:34]2[CH:39]=[CH:38][CH:37]=[CH:36][C:35]=2[C:40]2[N:41]=[C:42]([NH:45][CH3:46])[S:43][CH:44]=2)=[CH:30][CH:29]=1)[C:21]1[CH:26]=[CH:25][CH:24]=[CH:23][CH:22]=1, predict the reaction product. The product is: [CH2:1]([C@@H:8]([C:9]([N:45]([C:42]1[S:43][CH:44]=[C:40]([C:35]2[CH:36]=[CH:37][CH:38]=[CH:39][C:34]=2[C:31]2[CH:32]=[N:33][C:28]([O:27][CH2:20][C:21]3[CH:26]=[CH:25][CH:24]=[CH:23][CH:22]=3)=[CH:29][CH:30]=2)[N:41]=1)[CH3:46])=[O:11])[CH2:12][C:13]([OH:15])=[O:14])[C:2]1[CH:3]=[CH:4][CH:5]=[CH:6][CH:7]=1. (2) Given the reactants [OH:1][CH2:2][CH2:3][CH2:4][CH2:5][CH2:6][O:7][C:8]1[CH:13]=[CH:12][N:11]=[C:10]([CH2:14]O)[C:9]=1[CH3:16].S(Cl)([Cl:19])=O.C(=O)([O-])[O-].[Na+].[Na+], predict the reaction product. The product is: [OH:1][CH2:2][CH2:3][CH2:4][CH2:5][CH2:6][O:7][C:8]1[CH:13]=[CH:12][N:11]=[C:10]([CH2:14][Cl:19])[C:9]=1[CH3:16]. (3) Given the reactants [F:1][C:2]([F:35])([F:34])[C:3]1[CH:4]=[C:5]([CH:27]=[C:28]([C:30]([F:33])([F:32])[F:31])[CH:29]=1)[C:6]([N:8]1[CH2:26][CH2:25][C:11]2([N:15]([C:16]3[CH:21]=[CH:20][CH:19]=[CH:18][C:17]=3[CH3:22])[CH:14]([CH3:23])[NH:13][C:12]2=[O:24])[CH2:10][CH2:9]1)=[O:7].Cl[CH2:37][CH2:38][O:39][CH3:40], predict the reaction product. The product is: [F:35][C:2]([F:1])([F:34])[C:3]1[CH:4]=[C:5]([CH:27]=[C:28]([C:30]([F:33])([F:32])[F:31])[CH:29]=1)[C:6]([N:8]1[CH2:9][CH2:10][C:11]2([N:15]([C:16]3[CH:21]=[CH:20][CH:19]=[CH:18][C:17]=3[CH3:22])[CH:14]([CH3:23])[N:13]([CH2:37][CH2:38][O:39][CH3:40])[C:12]2=[O:24])[CH2:25][CH2:26]1)=[O:7]. (4) Given the reactants [OH-].[K+].[CH3:3][O:4][C:5]1[CH:10]=[C:9]([CH3:11])[C:8]([S:12]([N:15]2[CH2:20][CH2:19][N:18]3[CH:21]=[CH:22][CH:23]=[C:17]3[CH:16]2[CH2:24][O:25][CH2:26][C:27]([O:29]CC)=[O:28])(=[O:14])=[O:13])=[C:7]([CH3:32])[CH:6]=1.O, predict the reaction product. The product is: [CH3:3][O:4][C:5]1[CH:10]=[C:9]([CH3:11])[C:8]([S:12]([N:15]2[CH2:20][CH2:19][N:18]3[CH:21]=[CH:22][CH:23]=[C:17]3[CH:16]2[CH2:24][O:25][CH2:26][C:27]([OH:29])=[O:28])(=[O:14])=[O:13])=[C:7]([CH3:32])[CH:6]=1. (5) Given the reactants [Si:1]([O:8][C:9]1[CH:24]=[CH:23][C:12]([CH2:13][NH:14][C:15]2[CH:20]=[CH:19][C:18]([O:21][CH3:22])=[CH:17][CH:16]=2)=[C:11]([F:25])[CH:10]=1)([C:4]([CH3:7])([CH3:6])[CH3:5])([CH3:3])[CH3:2].[C:26](O[C:26]([O:28][C:29]([CH3:32])([CH3:31])[CH3:30])=[O:27])([O:28][C:29]([CH3:32])([CH3:31])[CH3:30])=[O:27].CCN(CC)CC, predict the reaction product. The product is: [C:29]([O:28][C:26](=[O:27])[N:14]([CH2:13][C:12]1[CH:23]=[CH:24][C:9]([O:8][Si:1]([C:4]([CH3:7])([CH3:6])[CH3:5])([CH3:3])[CH3:2])=[CH:10][C:11]=1[F:25])[C:15]1[CH:16]=[CH:17][C:18]([O:21][CH3:22])=[CH:19][CH:20]=1)([CH3:32])([CH3:31])[CH3:30]. (6) Given the reactants [NH2:1][C:2]1[CH:9]=[CH:8][CH:7]=[CH:6][C:3]=1[C:4]#[N:5].O=[C:11]([CH3:18])[CH2:12][C:13]([O:15][CH2:16][CH3:17])=[O:14], predict the reaction product. The product is: [NH2:5][C:4]1[C:3]2[C:2](=[CH:9][CH:8]=[CH:7][CH:6]=2)[N:1]=[C:11]([CH3:18])[C:12]=1[C:13]([O:15][CH2:16][CH3:17])=[O:14]. (7) Given the reactants [CH3:1][C:2](=[CH:4][CH2:5][CH2:6][C:7](=[CH:9][CH:10]=[O:11])[CH3:8])[CH3:3].[CH2:12]([SH:17])[CH2:13][CH2:14][CH2:15][CH3:16], predict the reaction product. The product is: [CH2:12]([S:17][C:7]([CH3:8])([CH2:6][CH2:5][CH:4]=[C:2]([CH3:1])[CH3:3])[CH2:9][CH:10]=[O:11])[CH2:13][CH2:14][CH2:15][CH3:16]. (8) Given the reactants C[CH:2]1[CH2:5][CH2:4][C:3]1([C:9]1[CH:14]=[CH:13][C:12]([Cl:15])=[CH:11][CH:10]=1)[C:6]([OH:8])=[O:7].S(=O)(=O)(O)O.[C:21](=O)([O-])[O-].[Na+].[Na+], predict the reaction product. The product is: [Cl:15][C:12]1[CH:13]=[CH:14][C:9]([C:3]2([C:6]([O:8][CH3:21])=[O:7])[CH2:4][CH2:5][CH2:2]2)=[CH:10][CH:11]=1. (9) Given the reactants [NH2:1][C:2]1[C:3]([CH3:9])=[CH:4][C:5]([CH3:8])=[N:6][CH:7]=1.C(N(CC)C(C)C)(C)C.Cl[CH2:20][CH2:21][N:22]([CH2:33][CH2:34]Cl)[S:23]([C:26]1[CH:31]=[CH:30][C:29]([CH3:32])=[CH:28][CH:27]=1)(=[O:25])=[O:24], predict the reaction product. The product is: [CH3:9][C:3]1[CH:4]=[C:5]([CH3:8])[N:6]=[CH:7][C:2]=1[N:1]1[CH2:34][CH2:33][N:22]([S:23]([C:26]2[CH:27]=[CH:28][C:29]([CH3:32])=[CH:30][CH:31]=2)(=[O:25])=[O:24])[CH2:21][CH2:20]1. (10) Given the reactants [Cl:1][C:2]1[CH:31]=[CH:30][C:5]([CH2:6][NH:7][C:8]([C:10]2[C:19](=[O:20])[C:18]3[C:13](=[C:14](I)[CH:15]=[C:16]([CH2:21][N:22]4[CH2:27][CH2:26][O:25][CH2:24][CH2:23]4)[CH:17]=3)[N:12]([CH3:29])[CH:11]=2)=[O:9])=[CH:4][CH:3]=1.C([C:34]1[CH:35]=[N:36][CH:37]=[CH:38][CH:39]=1)#C.[CH2:40](NCC)[CH3:41], predict the reaction product. The product is: [Cl:1][C:2]1[CH:31]=[CH:30][C:5]([CH2:6][NH:7][C:8]([C:10]2[C:19](=[O:20])[C:18]3[C:13](=[C:14]([C:40]#[C:41][C:39]4[CH:34]=[CH:35][N:36]=[CH:37][CH:38]=4)[CH:15]=[C:16]([CH2:21][N:22]4[CH2:27][CH2:26][O:25][CH2:24][CH2:23]4)[CH:17]=3)[N:12]([CH3:29])[CH:11]=2)=[O:9])=[CH:4][CH:3]=1.